The task is: Predict the product of the given reaction.. This data is from Forward reaction prediction with 1.9M reactions from USPTO patents (1976-2016). (1) Given the reactants C(N(CC)CC)C.[C:8](Cl)(=[O:15])[C:9]1[CH:14]=[CH:13][CH:12]=[CH:11][CH:10]=1.Cl.[NH2:18][C:19]1[CH:28]=[C:27]([CH2:29][S:30][C:31]2[CH:36]=[CH:35][CH:34]=[CH:33][CH:32]=2)[CH:26]=[CH:25][C:20]=1[C:21]([O:23][CH3:24])=[O:22], predict the reaction product. The product is: [C:8]([NH:18][C:19]1[CH:28]=[C:27]([CH2:29][S:30][C:31]2[CH:36]=[CH:35][CH:34]=[CH:33][CH:32]=2)[CH:26]=[CH:25][C:20]=1[C:21]([O:23][CH3:24])=[O:22])(=[O:15])[C:9]1[CH:14]=[CH:13][CH:12]=[CH:11][CH:10]=1. (2) Given the reactants Cl[C:2]1[C:11]2[C:6](=[CH:7][CH:8]=[C:9]([S:12]([C:15]3([F:21])[CH2:20][CH2:19][O:18][CH2:17][CH2:16]3)(=[O:14])=[O:13])[CH:10]=2)[N:5]=[CH:4][CH:3]=1.[CH3:22][C:23]1[C:24]([NH2:29])=[N:25][NH:26][C:27]=1[CH3:28], predict the reaction product. The product is: [CH3:22][C:23]1[C:24]([NH:29][C:2]2[C:11]3[C:6](=[CH:7][CH:8]=[C:9]([S:12]([C:15]4([F:21])[CH2:20][CH2:19][O:18][CH2:17][CH2:16]4)(=[O:14])=[O:13])[CH:10]=3)[N:5]=[CH:4][CH:3]=2)=[N:25][NH:26][C:27]=1[CH3:28].